From a dataset of Forward reaction prediction with 1.9M reactions from USPTO patents (1976-2016). Predict the product of the given reaction. Given the reactants [NH2:1][CH2:2][CH:3]1[CH2:8][C:7]([F:10])([F:9])[CH2:6][CH2:5][N:4]1[C:11]([C:13]1[CH:18]=[C:17]([CH3:19])[CH:16]=[CH:15][C:14]=1[N:20]1[N:24]=[CH:23][CH:22]=[N:21]1)=[O:12].Br[C:26]1[CH:31]=[CH:30][C:29]([Cl:32])=[CH:28][N:27]=1, predict the reaction product. The product is: [Cl:32][C:29]1[CH:30]=[CH:31][C:26]([NH:1][CH2:2][CH:3]2[CH2:8][C:7]([F:10])([F:9])[CH2:6][CH2:5][N:4]2[C:11]([C:13]2[CH:18]=[C:17]([CH3:19])[CH:16]=[CH:15][C:14]=2[N:20]2[N:24]=[CH:23][CH:22]=[N:21]2)=[O:12])=[N:27][CH:28]=1.